This data is from Forward reaction prediction with 1.9M reactions from USPTO patents (1976-2016). The task is: Predict the product of the given reaction. (1) Given the reactants [N+:1]([C:4]1[CH:5]=[C:6]2[C:10](=[CH:11][CH:12]=1)[NH:9][CH:8]=[CH:7]2)([O-])=O.Cl.Cl[C:15]1[CH:20]=[CH:19][N:18]=[CH:17][CH:16]=1.CC(C)([O-])C.[K+].O, predict the reaction product. The product is: [N:18]1[CH:19]=[CH:20][C:15]([N:9]2[C:10]3[C:6](=[CH:5][C:4]([NH2:1])=[CH:12][CH:11]=3)[CH:7]=[CH:8]2)=[CH:16][CH:17]=1. (2) Given the reactants [CH3:1][N:2]([CH2:11][C:12]([O:14][C:15]([CH3:18])([CH3:17])[CH3:16])=[O:13])[C:3]1[CH:8]=[N:7][CH:6]=[C:5]([C:9]#[N:10])[N:4]=1.[C:19](OC)(=[O:27])[C:20]1[C:21](=[CH:23][CH:24]=[CH:25][CH:26]=1)[SH:22].C(N(CC)CC)C, predict the reaction product. The product is: [CH3:1][N:2]([CH2:11][C:12]([O:14][C:15]([CH3:18])([CH3:17])[CH3:16])=[O:13])[C:3]1[CH:8]=[N:7][CH:6]=[C:5]([C:9]2[S:22][C:21]3[CH:23]=[CH:24][CH:25]=[CH:26][C:20]=3[C:19](=[O:27])[N:10]=2)[N:4]=1. (3) Given the reactants Br[C:2]1[C:6]2[CH:7]=[C:8]([C:11]([O:13][CH3:14])=[O:12])[CH:9]=[CH:10][C:5]=2[O:4][CH:3]=1.[Cl:15][C:16]1[CH:21]=[CH:20][CH:19]=[CH:18][C:17]=1B(O)O, predict the reaction product. The product is: [Cl:15][C:16]1[CH:21]=[CH:20][CH:19]=[CH:18][C:17]=1[C:2]1[C:6]2[CH:7]=[C:8]([C:11]([O:13][CH3:14])=[O:12])[CH:9]=[CH:10][C:5]=2[O:4][CH:3]=1. (4) Given the reactants CC1[N:3]([S:8]([C:11]2[CH:16]=[CH:15][C:14]([N:17]3[CH2:21][CH:20]([C:22]([F:25])([F:24])[F:23])[N:19]=[C:18]3[C:26]3[C:27]([CH3:32])=[N:28][CH:29]=[CH:30][CH:31]=3)=[CH:13][CH:12]=2)(=[O:10])=[O:9])C(C)=CC=1.C(=O)(O)[O-].[Na+], predict the reaction product. The product is: [CH3:32][C:27]1[C:26]([C:18]2[N:17]([C:14]3[CH:15]=[CH:16][C:11]([S:8]([NH2:3])(=[O:10])=[O:9])=[CH:12][CH:13]=3)[CH:21]=[C:20]([C:22]([F:23])([F:24])[F:25])[N:19]=2)=[CH:31][CH:30]=[CH:29][N:28]=1.